Dataset: Full USPTO retrosynthesis dataset with 1.9M reactions from patents (1976-2016). Task: Predict the reactants needed to synthesize the given product. (1) Given the product [C:18]([OH:19])(=[O:22])[CH3:15].[CH3:21][O:19][CH2:18][C:15]1[CH:16]=[CH:17][C:12]([C:10]2[N:11]=[C:5]3[CH:4]=[C:3]([N:2]([CH3:20])[CH3:1])[CH:8]=[CH:7][N:6]3[CH:9]=2)=[CH:13][CH:14]=1, predict the reactants needed to synthesize it. The reactants are: [CH3:1][N:2]([CH3:20])[C:3]1[CH:8]=[CH:7][N:6]2[CH:9]=[C:10]([C:12]3[CH:17]=[CH:16][C:15]([CH2:18][OH:19])=[CH:14][CH:13]=3)[N:11]=[C:5]2[CH:4]=1.[C:21]([O-])([O-])=[O:22].[K+].[K+].CI. (2) Given the product [F:12][C:9]([F:10])([F:11])[C:7]1[CH:6]=[C:5]([C@H:13]([O:15][C@H:16]2[CH2:21][CH2:20][N:19]([CH:22]3[CH2:27][CH2:26][C:25]([C:29]4[CH:34]=[CH:33][N:32]=[CH:31][N:30]=4)([OH:28])[CH2:24][CH2:23]3)[CH2:18][C@@H:17]2[C:36]2[CH:41]=[CH:40][C:39]([F:42])=[CH:38][CH:37]=2)[CH3:14])[CH:4]=[C:3]([C:2]([F:43])([F:1])[F:44])[CH:8]=1, predict the reactants needed to synthesize it. The reactants are: [F:1][C:2]([F:44])([F:43])[C:3]1[CH:4]=[C:5]([C@H:13]([O:15][C@H:16]2[CH2:21][CH2:20][N:19]([CH:22]3[CH2:27][CH2:26][C:25]([C:29]4[C:34](Br)=[CH:33][N:32]=[CH:31][N:30]=4)([OH:28])[CH2:24][CH2:23]3)[CH2:18][C@@H:17]2[C:36]2[CH:41]=[CH:40][C:39]([F:42])=[CH:38][CH:37]=2)[CH3:14])[CH:6]=[C:7]([C:9]([F:12])([F:11])[F:10])[CH:8]=1.C(N(CC)CC)C. (3) Given the product [CH2:26]([O:28][C:29](=[O:37])[CH2:30][CH:31]1[CH2:36][CH2:35][N:34]([C:2]2[N:7]=[C:6]([O:8][CH3:9])[N:5]=[C:4]([NH:10][C:11]3[CH:16]=[CH:15][C:14]([N:17]4[CH:21]=[C:20]([CH3:22])[N:19]=[CH:18]4)=[C:13]([O:23][CH3:24])[CH:12]=3)[N:3]=2)[CH2:33][CH2:32]1)[CH3:27], predict the reactants needed to synthesize it. The reactants are: Cl[C:2]1[N:7]=[C:6]([O:8][CH3:9])[N:5]=[C:4]([NH:10][C:11]2[CH:16]=[CH:15][C:14]([N:17]3[CH:21]=[C:20]([CH3:22])[N:19]=[CH:18]3)=[C:13]([O:23][CH3:24])[CH:12]=2)[N:3]=1.Cl.[CH2:26]([O:28][C:29](=[O:37])[CH2:30][CH:31]1[CH2:36][CH2:35][NH:34][CH2:33][CH2:32]1)[CH3:27].C(N(CC)CC)C. (4) Given the product [CH:28]1([CH2:31][O:32][C:33]2[C:40]([O:41][CH3:42])=[CH:39][CH:38]=[CH:37][C:34]=2/[CH:35]=[CH:1]/[C:2]2[N:3]=[C:4]3[N:8]([C:9](=[O:22])[C:10]=2[C:11]2[CH:12]=[CH:13][C:14]([O:17][C:18]([F:21])([F:19])[F:20])=[CH:15][CH:16]=2)[C:7]2[CH:23]=[CH:24][CH:25]=[CH:26][C:6]=2[N:5]3[CH3:27])[CH2:29][CH2:30]1, predict the reactants needed to synthesize it. The reactants are: [CH3:1][C:2]1[N:3]=[C:4]2[N:8]([C:9](=[O:22])[C:10]=1[C:11]1[CH:16]=[CH:15][C:14]([O:17][C:18]([F:21])([F:20])[F:19])=[CH:13][CH:12]=1)[C:7]1[CH:23]=[CH:24][CH:25]=[CH:26][C:6]=1[N:5]2[CH3:27].[CH:28]1([CH2:31][O:32][C:33]2[C:40]([O:41][CH3:42])=[CH:39][CH:38]=[CH:37][C:34]=2[CH:35]=O)[CH2:30][CH2:29]1.[O-]CC.[Na+].